This data is from Retrosynthesis with 50K atom-mapped reactions and 10 reaction types from USPTO. The task is: Predict the reactants needed to synthesize the given product. (1) Given the product O=C(O)CC1Cc2ccc(C(=O)NCCNc3ccccn3)cc2Cc2ccccc21, predict the reactants needed to synthesize it. The reactants are: CCOC(=O)CC1Cc2ccc(C(=O)NCCNc3ccccn3)cc2Cc2ccccc21. (2) Given the product CC12CC(=NO)C(C)(C)C1C(O)C2, predict the reactants needed to synthesize it. The reactants are: CC1(C)C(=NO)C(=O)C2(C)CC(O)C12.